Predict the reaction yield, written as a fraction of the theoretical maximum amount of product (1.0 means a 100% yield; for example, 0.34 means a 34% yield). From a dataset of Reaction yield outcomes from USPTO patents with 853,638 reactions. (1) The reactants are Br[C:2]1[N:7]2[CH:8]=[N:9][N:10]=[C:6]2[C:5](=[O:11])[N:4]([CH3:12])[CH:3]=1.[CH:13]1([CH2:16][O:17][C:18]2[CH:23]=[CH:22][C:21]([S:24]([CH3:27])(=[O:26])=[O:25])=[CH:20][C:19]=2B2OC(C)(C)C(C)(C)O2)[CH2:15][CH2:14]1.[O-]P([O-])([O-])=O.[K+].[K+].[K+].N#N. The catalyst is O1CCOCC1.O.C1C=CC(P(C2C=CC=CC=2)[C-]2C=CC=C2)=CC=1.C1C=CC(P(C2C=CC=CC=2)[C-]2C=CC=C2)=CC=1.Cl[Pd]Cl.[Fe+2]. The product is [CH:13]1([CH2:16][O:17][C:18]2[CH:23]=[CH:22][C:21]([S:24]([CH3:27])(=[O:26])=[O:25])=[CH:20][C:19]=2[C:2]2[N:7]3[CH:8]=[N:9][N:10]=[C:6]3[C:5](=[O:11])[N:4]([CH3:12])[CH:3]=2)[CH2:14][CH2:15]1. The yield is 0.486. (2) The reactants are [C:1]([Si:5]([O:8][CH:9]([CH2:14][CH2:15][C:16]1[CH:21]=[CH:20][C:19]([C:22]([CH2:41][CH3:42])([C:25]2[CH:30]=[CH:29][C:28](B3OC(C)(C)C(C)(C)O3)=[C:27]([CH3:40])[CH:26]=2)[CH2:23][CH3:24])=[CH:18][C:17]=1[CH3:43])[C:10]([CH3:13])([CH3:12])[CH3:11])([CH3:7])[CH3:6])([CH3:4])([CH3:3])[CH3:2].[CH3:44][O:45][C:46](=[O:55])[CH2:47][C:48]1[CH:49]=[N:50][CH:51]=[C:52](Br)[CH:53]=1.P([O-])([O-])([O-])=O.[K+].[K+].[K+]. The catalyst is C1C=CC([P]([Pd]([P](C2C=CC=CC=2)(C2C=CC=CC=2)C2C=CC=CC=2)([P](C2C=CC=CC=2)(C2C=CC=CC=2)C2C=CC=CC=2)[P](C2C=CC=CC=2)(C2C=CC=CC=2)C2C=CC=CC=2)(C2C=CC=CC=2)C2C=CC=CC=2)=CC=1.O. The product is [CH3:44][O:45][C:46](=[O:55])[CH2:47][C:48]1[CH:49]=[N:50][CH:51]=[C:52]([C:28]2[CH:29]=[CH:30][C:25]([C:22]([C:19]3[CH:20]=[CH:21][C:16]([CH2:15][CH2:14][CH:9]([O:8][Si:5]([C:1]([CH3:4])([CH3:3])[CH3:2])([CH3:6])[CH3:7])[C:10]([CH3:13])([CH3:12])[CH3:11])=[C:17]([CH3:43])[CH:18]=3)([CH2:23][CH3:24])[CH2:41][CH3:42])=[CH:26][C:27]=2[CH3:40])[CH:53]=1. The yield is 0.830. (3) The reactants are C([O:3][C:4](=[O:35])[CH2:5][C@@H:6]([C:10]1[CH:15]=[CH:14][C:13]([O:16][CH2:17][C:18]2[CH:19]=[CH:20][C:21]3[N:22]([N:24]=[C:25]([C:27]4[CH:32]=[CH:31][C:30]([C:33]#[N:34])=[CH:29][CH:28]=4)[N:26]=3)[CH:23]=2)=[CH:12][CH:11]=1)[C:7]#[C:8][CH3:9])C. The catalyst is C1COCC1. The product is [C:33]([C:30]1[CH:29]=[CH:28][C:27]([C:25]2[N:26]=[C:21]3[CH:20]=[CH:19][C:18]([CH2:17][O:16][C:13]4[CH:14]=[CH:15][C:10]([C@@H:6]([C:7]#[C:8][CH3:9])[CH2:5][C:4]([OH:35])=[O:3])=[CH:11][CH:12]=4)=[CH:23][N:22]3[N:24]=2)=[CH:32][CH:31]=1)#[N:34]. The yield is 0.565. (4) The reactants are Cl.[F:2][C:3]1[CH:8]=[CH:7][C:6]([C:9]2[C:13]3[N:14]=[CH:15][N:16]=[C:17]([O:18]C)[C:12]=3[S:11][CH:10]=2)=[CH:5][CH:4]=1. The catalyst is O1CCOCC1.O. The product is [F:2][C:3]1[CH:4]=[CH:5][C:6]([C:9]2[C:13]3[N:14]=[CH:15][NH:16][C:17](=[O:18])[C:12]=3[S:11][CH:10]=2)=[CH:7][CH:8]=1. The yield is 0.810. (5) The reactants are [C:1]([O:5][C:6]([N:8]([CH2:29][O:30][CH2:31][CH2:32][Si:33]([CH3:36])([CH3:35])[CH3:34])[C:9]1[S:10][C@:11]2([C:25](OC)=[O:26])[C@H:13]([C@:14]([C:17]3[CH:22]=[CH:21][CH:20]=[C:19]([F:23])[C:18]=3[F:24])([CH3:16])[N:15]=1)[CH2:12]2)=[O:7])([CH3:4])([CH3:3])[CH3:2].[BH4-].[Li+].CO. The catalyst is C1COCC1. The product is [C:1]([O:5][C:6](=[O:7])[N:8]([C:9]1[S:10][C@:11]2([CH2:25][OH:26])[C@H:13]([C@:14]([C:17]3[CH:22]=[CH:21][CH:20]=[C:19]([F:23])[C:18]=3[F:24])([CH3:16])[N:15]=1)[CH2:12]2)[CH2:29][O:30][CH2:31][CH2:32][Si:33]([CH3:36])([CH3:35])[CH3:34])([CH3:3])([CH3:2])[CH3:4]. The yield is 0.940. (6) The reactants are [OH:1][C:2]1[CH:7]=[CH:6][C:5]([CH:8]([CH3:19])[C:9]([C:11]2[CH:16]=[CH:15][C:14]([O:17][CH3:18])=[CH:13][CH:12]=2)=[O:10])=[CH:4][CH:3]=1.[OH-].[Na+].[Cl:22][CH2:23][CH2:24]Cl. The catalyst is S([O-])(O)(=O)=O.C([N+](CCCC)(CCCC)CCCC)CCC. The product is [Cl:22][CH2:23][CH2:24][O:1][C:2]1[CH:7]=[CH:6][C:5]([CH:8]([CH3:19])[C:9]([C:11]2[CH:16]=[CH:15][C:14]([O:17][CH3:18])=[CH:13][CH:12]=2)=[O:10])=[CH:4][CH:3]=1. The yield is 0.770. (7) The reactants are [OH-].[K+:2].[CH3:3][CH2:4][CH2:5][CH2:6][C:7]1[N:11]([CH2:12][C:13]2[CH:14]=[CH:15][C:16]([C:19]3[CH:20]=[CH:21][CH:22]=[CH:23][C:24]=3[C:25]3[N:29]=[N:28][NH:27][N:26]=3)=[CH:17][CH:18]=2)[C:10]([CH2:30][OH:31])=[C:9]([Cl:32])[N:8]=1. The catalyst is C(O)(C)C. The product is [CH3:3][CH2:4][CH2:5][CH2:6][C:7]1[N:11]([CH2:12][C:13]2[CH:18]=[CH:17][C:16]([C:19]3[CH:20]=[CH:21][CH:22]=[CH:23][C:24]=3[C:25]3[N:29]=[N:28][N-:27][N:26]=3)=[CH:15][CH:14]=2)[C:10]([CH2:30][OH:31])=[C:9]([Cl:32])[N:8]=1.[K+:2]. The yield is 0.850. (8) The reactants are C(O[C:6]([N:8]1[CH2:11][CH:10]([N:12]2[CH:16]=[C:15]([C:17]3[CH:38]=[CH:37][C:20]4[C:21]5[N:22]=[C:23]([C:29]6[N:30]([CH:34]([CH3:36])[CH3:35])[N:31]=[CH:32][N:33]=6)[S:24][C:25]=5[CH2:26][CH2:27][O:28][C:19]=4[CH:18]=3)[CH:14]=[N:13]2)[CH2:9]1)=[O:7])(C)(C)C.F[C:40](F)(F)[C:41](O)=[O:42].CCN(C(C)C)C(C)C.C(O)(=O)C(C)O.CN(C(ON1N=NC2C=CC=NC1=2)=[N+](C)C)C.F[P-](F)(F)(F)(F)F. The catalyst is C(Cl)Cl. The product is [OH:42][CH:41]([CH3:40])[C:6]([N:8]1[CH2:9][CH:10]([N:12]2[CH:16]=[C:15]([C:17]3[CH:38]=[CH:37][C:20]4[C:21]5[N:22]=[C:23]([C:29]6[N:30]([CH:34]([CH3:36])[CH3:35])[N:31]=[CH:32][N:33]=6)[S:24][C:25]=5[CH2:26][CH2:27][O:28][C:19]=4[CH:18]=3)[CH:14]=[N:13]2)[CH2:11]1)=[O:7]. The yield is 0.160. (9) The reactants are [C:1]([O:5][C:6]([N:8]([CH3:33])[C@H:9]1[CH2:14][CH2:13][C@H:12]([N:15]([CH2:31][CH3:32])[C:16]2[C:17]([CH3:30])=[C:18]([CH:23]=[C:24]([C:26]#[C:27][CH2:28]O)[CH:25]=2)[C:19]([O:21][CH3:22])=[O:20])[CH2:11][CH2:10]1)=[O:7])([CH3:4])([CH3:3])[CH3:2].C1C=CC(P(C2C=CC=CC=2)C2C=CC=CC=2)=CC=1.C(Br)(Br)(Br)[Br:54]. The catalyst is C(Cl)Cl. The product is [Br:54][CH2:28][C:27]#[C:26][C:24]1[CH:25]=[C:16]([N:15]([C@H:12]2[CH2:13][CH2:14][C@H:9]([N:8]([C:6]([O:5][C:1]([CH3:4])([CH3:3])[CH3:2])=[O:7])[CH3:33])[CH2:10][CH2:11]2)[CH2:31][CH3:32])[C:17]([CH3:30])=[C:18]([CH:23]=1)[C:19]([O:21][CH3:22])=[O:20]. The yield is 0.385. (10) The catalyst is C1COCC1. The yield is 0.874. The reactants are [CH3:1][O:2][C:3](=[O:15])[C:4]([NH2:14])([C:8]1[CH:13]=[CH:12][CH:11]=[CH:10][CH:9]=1)[CH2:5][CH:6]=[CH2:7].[CH3:16][C:17]([O:20][C:21](O[C:21]([O:20][C:17]([CH3:19])([CH3:18])[CH3:16])=[O:22])=[O:22])([CH3:19])[CH3:18]. The product is [CH3:1][O:2][C:3](=[O:15])[C:4]([NH:14][C:21]([O:20][C:17]([CH3:19])([CH3:18])[CH3:16])=[O:22])([C:8]1[CH:13]=[CH:12][CH:11]=[CH:10][CH:9]=1)[CH2:5][CH:6]=[CH2:7].